This data is from Forward reaction prediction with 1.9M reactions from USPTO patents (1976-2016). The task is: Predict the product of the given reaction. (1) Given the reactants [CH3:1][O:2][C:3]([N:5]1[C@@H:13]2[C@@H:8]([C@@:9]([OH:23])([C:14]#[C:15][C:16]3[CH:17]=[C:18]([CH3:22])[CH:19]=[CH:20][CH:21]=3)[CH2:10][CH2:11][CH2:12]2)[CH2:7][CH2:6]1)=[O:4].[N:24]1([CH2:29][C:30](O)=[O:31])[CH:28]=[CH:27][N:26]=[CH:25]1, predict the reaction product. The product is: [CH3:1][O:2][C:3]([N:5]1[C@H:13]2[C@H:8]([C@:9]([O:23][C:30](=[O:31])[CH2:29][N:24]3[CH:28]=[CH:27][N:26]=[CH:25]3)([C:14]#[C:15][C:16]3[CH:17]=[C:18]([CH3:22])[CH:19]=[CH:20][CH:21]=3)[CH2:10][CH2:11][CH2:12]2)[CH2:7][CH2:6]1)=[O:4]. (2) Given the reactants [N:1]12[CH2:8][CH2:7][CH:4]([CH2:5][CH2:6]1)[CH:3]([OH:9])[CH2:2]2.Cl[C:11]([O:13][C:14]1[CH:19]=[CH:18][C:17]([N+:20]([O-:22])=[O:21])=[CH:16][CH:15]=1)=[O:12], predict the reaction product. The product is: [C:11](=[O:12])([O:9][CH:3]1[CH:4]2[CH2:7][CH2:8][N:1]([CH2:6][CH2:5]2)[CH2:2]1)[O:13][C:14]1[CH:15]=[CH:16][C:17]([N+:20]([O-:22])=[O:21])=[CH:18][CH:19]=1. (3) Given the reactants [CH2:1]([O:3][C:4]1[N:5]=[C:6]([CH3:26])[NH:7][C:8](=[O:25])[C:9]=1[CH2:10][C:11]1[CH:16]=[CH:15][C:14]([C:17]2[C:18]([C:23]#[N:24])=[CH:19][CH:20]=[CH:21][CH:22]=2)=[CH:13][CH:12]=1)[CH3:2].[O:27]1[C:31]2[CH:32]=[CH:33][C:34](B(O)O)=[CH:35][C:30]=2[CH2:29][CH2:28]1.C(N(CC)CC)C.N1C=CC=CC=1, predict the reaction product. The product is: [O:27]1[C:31]2[CH:32]=[CH:33][C:34]([N:7]3[C:8](=[O:25])[C:9]([CH2:10][C:11]4[CH:16]=[CH:15][C:14]([C:17]5[C:18]([C:23]#[N:24])=[CH:19][CH:20]=[CH:21][CH:22]=5)=[CH:13][CH:12]=4)=[C:4]([O:3][CH2:1][CH3:2])[N:5]=[C:6]3[CH3:26])=[CH:35][C:30]=2[CH2:29][CH2:28]1. (4) Given the reactants [Br:1][C:2]1[CH:7]=[C:6]([N+:8]([O-])=O)[CH:5]=[CH:4][C:3]=1[OH:11].[Cl-].[NH4+], predict the reaction product. The product is: [NH2:8][C:6]1[CH:5]=[CH:4][C:3]([OH:11])=[C:2]([Br:1])[CH:7]=1. (5) Given the reactants Cl[CH2:2][C:3]([NH:5][C:6]1[N:38]=[C:9]2[C:10]([C:28]3[CH:33]=[CH:32][CH:31]=[C:30]([C:34]([F:37])([F:36])[F:35])[CH:29]=3)=[C:11]([CH3:27])[C:12]([C:14]3[N:15]([C:19]4[CH:24]=[CH:23][C:22]([C:25]#[N:26])=[CH:21][CH:20]=4)[N:16]=[CH:17][CH:18]=3)=[CH:13][N:8]2[N:7]=1)=[O:4].[NH:39]1[CH2:44][CH2:43][O:42][CH2:41][CH2:40]1, predict the reaction product. The product is: [C:25]([C:22]1[CH:23]=[CH:24][C:19]([N:15]2[C:14]([C:12]3[C:11]([CH3:27])=[C:10]([C:28]4[CH:33]=[CH:32][CH:31]=[C:30]([C:34]([F:37])([F:36])[F:35])[CH:29]=4)[C:9]4[N:8]([N:7]=[C:6]([NH:5][C:3](=[O:4])[CH2:2][N:39]5[CH2:44][CH2:43][O:42][CH2:41][CH2:40]5)[N:38]=4)[CH:13]=3)=[CH:18][CH:17]=[N:16]2)=[CH:20][CH:21]=1)#[N:26]. (6) Given the reactants [Br:1][C:2]1[CH:3]=[C:4]([CH2:15]O)[CH:5]=[C:6]([C:8]2[CH:13]=[CH:12][C:11]([F:14])=[CH:10][CH:9]=2)[CH:7]=1.C1(P(C2C=CC=CC=2)C2C=CC=CC=2)C=CC=CC=1.[Br:36]N1C(=O)CCC1=O, predict the reaction product. The product is: [Br:1][C:2]1[CH:7]=[C:6]([C:8]2[CH:13]=[CH:12][C:11]([F:14])=[CH:10][CH:9]=2)[CH:5]=[C:4]([CH2:15][Br:36])[CH:3]=1. (7) Given the reactants [OH:1][NH:2][C:3](=[NH:14])[C:4]1[CH:9]=[CH:8][C:7]([S:10]([CH3:13])(=[O:12])=[O:11])=[CH:6][CH:5]=1.N1C=CC=CC=1.Cl[C:22](OC)=[O:23], predict the reaction product. The product is: [CH3:13][S:10]([C:7]1[CH:6]=[CH:5][C:4]([C:3]2[N:14]=[C:22]([OH:23])[O:1][N:2]=2)=[CH:9][CH:8]=1)(=[O:11])=[O:12].